Predict which catalyst facilitates the given reaction. From a dataset of Catalyst prediction with 721,799 reactions and 888 catalyst types from USPTO. (1) The catalyst class is: 7. Product: [Cl:45][CH2:13][C@@H:12]([OH:15])[C@@H:11]([N:8]1[C:9]2[C:5](=[CH:4][CH:3]=[C:2]([F:1])[CH:10]=2)[C:6]([CH3:25])([CH3:24])[C:7]1=[O:23])[C:16]1[CH:21]=[CH:20][CH:19]=[C:18]([F:22])[CH:17]=1. Reactant: [F:1][C:2]1[CH:10]=[C:9]2[C:5]([C:6]([CH3:25])([CH3:24])[C:7](=[O:23])[N:8]2[C@@H:11]([C:16]2[CH:21]=[CH:20][CH:19]=[C:18]([F:22])[CH:17]=2)[C@H:12]([OH:15])[CH2:13]O)=[CH:4][CH:3]=1.C1(P(C2C=CC=CC=2)C2C=CC=CC=2)C=CC=CC=1.[Cl:45]N1C(=O)CCC1=O. (2) Reactant: C1(O[C:8](=[O:23])[NH:9][C:10]2[CH:15]=[C:14]([N:16]3[CH2:21][CH2:20][O:19][CH2:18][CH2:17]3)[CH:13]=[C:12]([F:22])[CH:11]=2)C=CC=CC=1.[NH2:24][C:25]1[C:34]2[C:29](=[CH:30][CH:31]=[CH:32][CH:33]=2)[C:28]([O:35][C:36]2[CH:41]=[CH:40][N:39]=[C:38]([NH:42][C:43]3[CH:44]=[C:45]([CH:57]=[C:58]([C:60]#[CH:61])[CH:59]=3)[C:46]([NH:48][CH2:49][CH2:50][N:51]3[CH2:56][CH2:55][O:54][CH2:53][CH2:52]3)=[O:47])[N:37]=2)=[CH:27][CH:26]=1.CCN(CC)CC. Product: [C:60]([C:58]1[CH:57]=[C:45]([CH:44]=[C:43]([NH:42][C:38]2[N:37]=[C:36]([O:35][C:28]3[C:29]4[C:34](=[CH:33][CH:32]=[CH:31][CH:30]=4)[C:25]([NH:24][C:8]([NH:9][C:10]4[CH:15]=[C:14]([N:16]5[CH2:17][CH2:18][O:19][CH2:20][CH2:21]5)[CH:13]=[C:12]([F:22])[CH:11]=4)=[O:23])=[CH:26][CH:27]=3)[CH:41]=[CH:40][N:39]=2)[CH:59]=1)[C:46]([NH:48][CH2:49][CH2:50][N:51]1[CH2:52][CH2:53][O:54][CH2:55][CH2:56]1)=[O:47])#[CH:61]. The catalyst class is: 480. (3) Reactant: [Br:1][C:2]1[CH:3]=[C:4]([O:12][CH3:13])[C:5]([CH2:10]Br)=[C:6]([CH2:8]Br)[CH:7]=1.C(=O)([O-])[O-].[K+].[K+].[C:20]([NH2:39])([C:33]1[CH:38]=[CH:37][CH:36]=[CH:35][CH:34]=1)([C:27]1[CH:32]=[CH:31][CH:30]=[CH:29][CH:28]=1)[C:21]1[CH:26]=[CH:25][CH:24]=[CH:23][CH:22]=1.O. Product: [Br:1][C:2]1[CH:7]=[C:6]2[C:5]([CH2:10][N:39]([C:20]([C:21]3[CH:26]=[CH:25][CH:24]=[CH:23][CH:22]=3)([C:33]3[CH:34]=[CH:35][CH:36]=[CH:37][CH:38]=3)[C:27]3[CH:28]=[CH:29][CH:30]=[CH:31][CH:32]=3)[CH2:8]2)=[C:4]([O:12][CH3:13])[CH:3]=1. The catalyst class is: 3.